This data is from Experimentally validated miRNA-target interactions with 360,000+ pairs, plus equal number of negative samples. The task is: Binary Classification. Given a miRNA mature sequence and a target amino acid sequence, predict their likelihood of interaction. (1) The miRNA is mmu-miR-878-3p with sequence GCAUGACACCACACUGGGUAGA. The protein sequence of the target gene is MMPTPVILLKEGTDSSQGIPQLVSNISACQVIAEAVRTTLGPRGMDKLIVDGRGKATISNDGATILKLLDVVHPAAKTLVDIAKSQDAEVGDGTTSVTLLAAEFLKQVKPYVEEGLHPQIIIRAFRTATQLAVNKIKEIAVTVKKADKVEQRKLLEKCAMTALSSKLISQQKAFFAKMVVDAVMMLDDLLQLKMIGIKKVQGGALEDSQLVAGVAFKKTFSYAGFEMQPKKYHNPKIALLNVELELKAEKDNAEIRVHTVEDYQAIVDAEWNILYDKLEKIHHSGAKVVLSKLPIGDVAT.... Result: 0 (no interaction). (2) The miRNA is mmu-miR-804 with sequence UGUGAGUUGUUCCUCACCUGGA. The protein sequence of the target gene is MEGECRVLSIQSHVVRGYVGNRAAMFPLQVLGFEVDAVNSVQFSNHTGYAHWKGQVLKSQELHELYEGLKVNDVNKYDYVLTGYTRDKSFLAMVVDIVRELKQQNSRLVYVCDPVMGDKWNGEGSMYVPQDLLPVYRDKVVPVADIITPNQFEAELLSGRKIHSQEEAFEVMDMLHCMGPDTVVITSSDLPSSQGSDYLIALGSQRMRKPDGSTVTQRIRMEMRKVEAVFVGTGDLFAAMLLAWTHKHPDNLKVACEKTVSAMQHVLQRTIRCAKAEAGEGQKPSPAQLELRMVQSKRDI.... Result: 1 (interaction). (3) The miRNA is hsa-miR-4253 with sequence AGGGCAUGUCCAGGGGGU. The protein sequence of the target gene is MSKDALNLAQMQEQTLQLEQQSKLKQLVNEDLRKQEESVQKHHQTFLESIRAAGTLFGEGFRAFVTDRDKVTATVAGLTLLAVGVYSAKNATAVTGRYIEARLGKPSLVRETSRITVLEALRHPIQQVSRRLLSRPQDVLEGVVLSPSLEARVRDIAIMTRNIKKNRGLYRHILLYGPPGTGKTLFAKKLALHSGMDYAIMTGGDVAPMGREGVTAMHKLFDWANTSRRGLLLFVDEADAFLRKRATEKISEDLRATLNAFLYRTGQHSNKFMLILASCHPEQFDWAINACIDVMVHFDL.... Result: 0 (no interaction). (4) The miRNA is hsa-miR-378a-3p with sequence ACUGGACUUGGAGUCAGAAGGC. The protein sequence of the target gene is MAHCVTLVQLSISCDHLIDKDIGSKSDPLCVLLQDVGGGSWAELGRTERVRNCSSPEFSKTLQLEYRFETVQKLRFGIYDIDNKTPELRDDDFLGGAECSLGQIVSSQVLTLPLMLKPGKPAGRGTITVSAQELKDNRVVTMEVEARNLDKKDFLGKSDPFLEFFRQGDGKWHLVYRSEVIKNNLNPTWKRFSVPVQHFCGGNPSTPIQVQCSDYDSDGSHDLIGTFHTSLAQLQAVPAEFECIHPEKQQKKKSYKNSGTIRVKICRVETEYSFLDYVMGGCQINFTVGVDFTGSNGDPS.... Result: 1 (interaction). (5) The miRNA is hsa-miR-1-3p with sequence UGGAAUGUAAAGAAGUAUGUAU. The protein sequence of the target gene is MSTNGDDHQVKDSLEQLRCHFTWELSIDDDEMPDLENRVLDQIEFLDTKYSVGIHNLLAYVKHLKGQNEEALKSLKEAENLMQEEHDNQANVRSLVTWGNFAWMYYHMGRLAEAQTYLDKVENICKKLSNPFRYRMECPEIDCEEGWALLKCGGKNYERAKACFEKVLEVDPENPESSAGYAISAYRLDGFKLATKNHKPFSLLPLRQAVRLNPDNGYIKVLLALKLQDEGQEAEGEKYIEEALANMSSQTYVFRYAAKFYRRKGSVDKALELLKKALQETPTSVLLHHQIGLCYKAQMI.... Result: 1 (interaction). (6) The miRNA is mmu-miR-297a-5p with sequence AUGUAUGUGUGCAUGUGCAUGU. The protein sequence of the target gene is MAAACRSEAGLLPSLLCRRPAGAQLLRVALCLLCWVPAAVDAVPELGLWTRTVNDKSGPLVFRKTMFNSTEIKFSVKSFSCSGPVKFTIEWHLKYHTCHNDYPDLEEELSQRHELHADPDVCAYFKNIDCWTTKSENLDCSSDSQAFPSLNNKELTGIRNISSQEGSTDVVARTQKDGFHIFIVSIKTEKTDAVWDLNVSLSMVGPHGYISASDWPLMIFYMVMCIVYILYGVLWLLWSACYWKDILRIQFWIAAVIFLGMLEKAVFYSEYQNINSTGLSTQGLLIFAELISAVKRTLAR.... Result: 1 (interaction). (7) The miRNA is hsa-miR-5009-3p with sequence UCCUAAAUCUGAAAGUCCAAAA. The protein sequence of the target gene is MNWVGGSRSRVLIKQERRKQKEYFEKHRLKSKMKSLGVLSPVKNSAVSLDILNLYMVNQISCKKKIPETVRKPTHVNMNRDIKMPLRKHNLELTMSPHCVPSKLCLDDTETNVNCQRLSSKEDLGPVQSQGMDSYSMLHPQFSKIENCSFTPSSFSVELPSNRHISKLNFTSGIAPTPQKLAYEKKQNDQRSTVNCSDSLLSKLNKSQDVFSPSHKTTRFGTLFERLNSLGNRNLLTKSPAVIMDEDCRSTDEIRQSDYITEKHSIQHIWGKNGKEVSNFLEDVNQSTPNLLSENCDSFV.... Result: 0 (no interaction). (8) The miRNA is mmu-miR-3058-3p with sequence UUCCUGUCAGCCGUGGGUGCC. The protein sequence of the target gene is MAAATGAVAASAASGQAEGKKITDLRVIDLKSELKRRNLDITGVKTVLISRLKQAIEEEGGDPDNIELTVSTDTPNKKPTKGKGKKHEADELSGDASVEDDAFIKDCELENQEAHEQDGNDELKDSEEFGENEEENVHSKELLSAEENKRAHELIEAEGIEDIEKEDIESQEIEAQEGEDDTFLTAQDGEEEENEKDIAGSGDGTQEVSKPLPSEGSLAEADHTAHEEMEAHTTVKEAEDDNISVTIQAEDAITLDFDGDDLLETGKNVKITDSEASKPKDGQDAIAQSPEKESKDYEMN.... Result: 0 (no interaction). (9) The miRNA is hsa-miR-4719 with sequence UCACAAAUCUAUAAUAUGCAGG. The protein sequence of the target gene is MAGPVSLRDLLMGASAWMGSESPGGSPTEGGGSAAGGPEPPWREDEICVVGIFGKTALRLNSEKFSLVNTVCDRQVFPLFRHQDPGDPGPGIRTEAGAVGEAGGAEDPGAAAGGSVRGSGAVAEGNRTEAGSQDYSLLQAYYSQESKVLYLLLTSICDNSQLLRACRALQSGEAGGGLSLPHAEAHEFWKHQEKLQCLSLLYLFSVCHILLLVHPTCSFDITYDRVFRALDGLRQKVLPLLKTAIKDCPVGKDWKLNCRPCPPRLLFLFQLNGALKVEPPRNQDPAHPDKPKKHSPKRRL.... Result: 1 (interaction).